From a dataset of Peptide-MHC class I binding affinity with 185,985 pairs from IEDB/IMGT. Regression. Given a peptide amino acid sequence and an MHC pseudo amino acid sequence, predict their binding affinity value. This is MHC class I binding data. (1) The peptide sequence is YRSDIVGTY. The MHC is HLA-A01:01 with pseudo-sequence HLA-A01:01. The binding affinity (normalized) is 0.452. (2) The MHC is HLA-A31:01 with pseudo-sequence HLA-A31:01. The binding affinity (normalized) is 0.0847. The peptide sequence is YPAEITLTW.